This data is from NCI-60 drug combinations with 297,098 pairs across 59 cell lines. The task is: Regression. Given two drug SMILES strings and cell line genomic features, predict the synergy score measuring deviation from expected non-interaction effect. (1) Synergy scores: CSS=39.4, Synergy_ZIP=8.28, Synergy_Bliss=9.77, Synergy_Loewe=8.36, Synergy_HSA=10.4. Drug 2: C1=CC(=CC=C1C#N)C(C2=CC=C(C=C2)C#N)N3C=NC=N3. Cell line: MCF7. Drug 1: C1=C(C(=O)NC(=O)N1)F. (2) Drug 1: CC1=CC2C(CCC3(C2CCC3(C(=O)C)OC(=O)C)C)C4(C1=CC(=O)CC4)C. Drug 2: C1CN(CCN1C(=O)CCBr)C(=O)CCBr. Cell line: NCI-H226. Synergy scores: CSS=4.22, Synergy_ZIP=-1.33, Synergy_Bliss=-0.349, Synergy_Loewe=-10.7, Synergy_HSA=-5.35. (3) Drug 1: CCC1(CC2CC(C3=C(CCN(C2)C1)C4=CC=CC=C4N3)(C5=C(C=C6C(=C5)C78CCN9C7C(C=CC9)(C(C(C8N6C)(C(=O)OC)O)OC(=O)C)CC)OC)C(=O)OC)O.OS(=O)(=O)O. Drug 2: C1C(C(OC1N2C=NC3=C2NC=NCC3O)CO)O. Cell line: RPMI-8226. Synergy scores: CSS=15.1, Synergy_ZIP=0.739, Synergy_Bliss=6.13, Synergy_Loewe=8.49, Synergy_HSA=8.06. (4) Drug 1: CC1C(C(CC(O1)OC2CC(CC3=C2C(=C4C(=C3O)C(=O)C5=C(C4=O)C(=CC=C5)OC)O)(C(=O)CO)O)N)O.Cl. Drug 2: COC1=C2C(=CC3=C1OC=C3)C=CC(=O)O2. Cell line: LOX IMVI. Synergy scores: CSS=25.5, Synergy_ZIP=-3.67, Synergy_Bliss=4.34, Synergy_Loewe=-14.4, Synergy_HSA=1.61. (5) Drug 1: C1=CC(=CC=C1CC(C(=O)O)N)N(CCCl)CCCl.Cl. Drug 2: C1C(C(OC1N2C=C(C(=O)NC2=O)F)CO)O. Cell line: NCIH23. Synergy scores: CSS=38.7, Synergy_ZIP=-11.5, Synergy_Bliss=-4.54, Synergy_Loewe=-10.8, Synergy_HSA=-2.50. (6) Drug 1: CC1=C(C=C(C=C1)NC2=NC=CC(=N2)N(C)C3=CC4=NN(C(=C4C=C3)C)C)S(=O)(=O)N.Cl. Drug 2: C1C(C(OC1N2C=NC3=C(N=C(N=C32)Cl)N)CO)O. Cell line: K-562. Synergy scores: CSS=19.6, Synergy_ZIP=-3.69, Synergy_Bliss=3.06, Synergy_Loewe=-0.811, Synergy_HSA=3.90. (7) Drug 1: CCC1(CC2CC(C3=C(CCN(C2)C1)C4=CC=CC=C4N3)(C5=C(C=C6C(=C5)C78CCN9C7C(C=CC9)(C(C(C8N6C=O)(C(=O)OC)O)OC(=O)C)CC)OC)C(=O)OC)O.OS(=O)(=O)O. Drug 2: CC1C(C(CC(O1)OC2CC(OC(C2O)C)OC3=CC4=CC5=C(C(=O)C(C(C5)C(C(=O)C(C(C)O)O)OC)OC6CC(C(C(O6)C)O)OC7CC(C(C(O7)C)O)OC8CC(C(C(O8)C)O)(C)O)C(=C4C(=C3C)O)O)O)O. Cell line: EKVX. Synergy scores: CSS=23.3, Synergy_ZIP=3.34, Synergy_Bliss=4.05, Synergy_Loewe=-0.834, Synergy_HSA=1.13. (8) Drug 1: C1=CN(C(=O)N=C1N)C2C(C(C(O2)CO)O)O.Cl. Drug 2: C1=CC=C(C=C1)NC(=O)CCCCCCC(=O)NO. Cell line: NCIH23. Synergy scores: CSS=29.9, Synergy_ZIP=-1.81, Synergy_Bliss=-3.74, Synergy_Loewe=-13.3, Synergy_HSA=-1.91.